The task is: Predict which catalyst facilitates the given reaction.. This data is from Catalyst prediction with 721,799 reactions and 888 catalyst types from USPTO. (1) Reactant: N#N.[NH:3]1[C:7]2[CH:8]=[CH:9][CH:10]=[CH:11][C:6]=2[N:5]=[C:4]1[CH:12]([NH2:25])[CH2:13][C:14]1[CH:19]=[CH:18][C:17]([C:20]([F:23])([F:22])[F:21])=[CH:16][C:15]=1[F:24].[C:26](N1C=CN=C1)(N1C=CN=C1)=[O:27].O. Product: [F:24][C:15]1[CH:16]=[C:17]([C:20]([F:21])([F:23])[F:22])[CH:18]=[CH:19][C:14]=1[CH2:13][CH:12]1[C:4]2=[N:5][C:6]3[CH:11]=[CH:10][CH:9]=[CH:8][C:7]=3[N:3]2[C:26](=[O:27])[NH:25]1. The catalyst class is: 721. (2) Reactant: Cl[C:2]([O:4][CH3:5])=[O:3].[NH2:6][CH:7]([CH2:11][CH2:12][S:13]([CH3:16])(=[O:15])=[O:14])[C:8]([OH:10])=[O:9].[OH-].[Na+].O. Product: [CH3:16][S:13]([CH2:12][CH2:11][CH:7]([NH:6][C:2]([O:4][CH3:5])=[O:3])[C:8]([OH:10])=[O:9])(=[O:14])=[O:15]. The catalyst class is: 1. (3) Reactant: Cl.C(OC(=O)[NH:8][C@H:9]([C:12](=O)[NH:13][C:14]1[CH:19]=[CH:18][C:17]([F:20])=[C:16]([C:21]#[N:22])[C:15]=1[NH:23][C:24]1[CH:29]=[CH:28][CH:27]=[CH:26][CH:25]=1)[CH2:10][CH3:11])(C)(C)C. Product: [NH2:8][C@H:9]([C:12]1[N:23]([C:24]2[CH:29]=[CH:28][CH:27]=[CH:26][CH:25]=2)[C:15]2[C:16]([C:21]#[N:22])=[C:17]([F:20])[CH:18]=[CH:19][C:14]=2[N:13]=1)[CH2:10][CH3:11]. The catalyst class is: 12. (4) Reactant: O=[C:2]([CH2:13][C:14]1[CH:19]=[CH:18][CH:17]=[CH:16][CH:15]=1)[C@@H:3]([NH:5][C:6](=[O:12])[O:7][C:8]([CH3:11])([CH3:10])[CH3:9])[CH3:4].[F:20][C:21]1[CH:22]=[C:23]2[C:27](=[CH:28][CH:29]=1)[NH:26][C:25](=[O:30])[C:24]2=O.[OH-:32].[K+].O. Product: [C:8]([O:7][C:6]([NH:5][CH:3]([C:2]1[C:13]([C:14]2[CH:19]=[CH:18][CH:17]=[CH:16][CH:15]=2)=[C:24]([C:25]([OH:30])=[O:32])[C:23]2[C:27](=[CH:28][CH:29]=[C:21]([F:20])[CH:22]=2)[N:26]=1)[CH3:4])=[O:12])([CH3:11])([CH3:10])[CH3:9]. The catalyst class is: 14. (5) Reactant: [F:1][C:2]1[CH:7]=[C:6](I)[CH:5]=[CH:4][C:3]=1[N:9]1[CH:14]=[C:13]([O:15][CH3:16])[C:12](=[O:17])[C:11]([C:18]2[N:22]([C:23]3[CH:28]=[CH:27][CH:26]=[CH:25][CH:24]=3)[N:21]=[CH:20][CH:19]=2)=[N:10]1.[NH:29]1[CH2:33][CH:32]=[CH:31][CH2:30]1.CC1(C)C2C(=C(P(C3C=CC=CC=3)C3C=CC=CC=3)C=CC=2)OC2C(P(C3C=CC=CC=3)C3C=CC=CC=3)=CC=CC1=2.CC([O-])(C)C.[Na+]. Product: [N:29]1([C:6]2[CH:5]=[CH:4][C:3]([N:9]3[CH:14]=[C:13]([O:15][CH3:16])[C:12](=[O:17])[C:11]([C:18]4[N:22]([C:23]5[CH:28]=[CH:27][CH:26]=[CH:25][CH:24]=5)[N:21]=[CH:20][CH:19]=4)=[N:10]3)=[C:2]([F:1])[CH:7]=2)[CH2:33][CH:32]=[CH:31][CH2:30]1. The catalyst class is: 488. (6) Reactant: [Li+].[Br-].[Br-].[C:4]([CH2:7][CH2:8][CH2:9][CH2:10][P+](C1C=CC=CC=1)(C1C=CC=CC=1)C1C=CC=CC=1)([OH:6])=[O:5].[Li][C:31]1[CH:32]=[CH:33][CH:34]=[CH:35][CH:36]=1.C(=O)/C=C/CC.Cl.CC([O-])(C)C.[K+]. Product: [C:4]([OH:6])(=[O:5])[CH2:7][CH2:8][CH2:9]/[CH:10]=[CH:35]/[CH:36]=[CH:31]/[CH2:32][CH2:33][CH3:34]. The catalyst class is: 1.